Dataset: Full USPTO retrosynthesis dataset with 1.9M reactions from patents (1976-2016). Task: Predict the reactants needed to synthesize the given product. (1) The reactants are: Br[C:2]1[CH:7]=[CH:6][C:5]([OH:8])=[CH:4][CH:3]=1.[C:9]([C:11]1[CH:18]=[CH:17][C:14]([CH2:15][OH:16])=[CH:13][CH:12]=1)#[CH:10].C(OCC)(=O)C.Cl. Given the product [OH:16][CH2:15][C:14]1[CH:17]=[CH:18][C:11]([C:9]#[C:10][C:2]2[CH:7]=[CH:6][C:5]([OH:8])=[CH:4][CH:3]=2)=[CH:12][CH:13]=1, predict the reactants needed to synthesize it. (2) The reactants are: Cl[C:2]1[C:11]2[C:6](=[CH:7][CH:8]=[C:9]([F:12])[CH:10]=2)[C:5]([O:13][CH3:14])=[CH:4][N:3]=1.[F-:15].[Cs+]. Given the product [F:15][C:2]1[C:11]2[C:6](=[CH:7][CH:8]=[C:9]([F:12])[CH:10]=2)[C:5]([O:13][CH3:14])=[CH:4][N:3]=1, predict the reactants needed to synthesize it. (3) Given the product [C:36]([O:40][C:41]([N:43]1[CH2:48][CH2:47][N:46]([CH2:49][CH2:50][N:12]([CH2:11][C:7]2[N:6]([CH2:5][C:4]3[CH:21]=[C:22]([Cl:24])[CH:23]=[C:2]([Cl:1])[CH:3]=3)[CH:10]=[CH:9][N:8]=2)[CH2:13][C:14]2[CH:19]=[CH:18][CH:17]=[C:16]([F:20])[CH:15]=2)[CH2:45][CH2:44]1)=[O:42])([CH3:39])([CH3:38])[CH3:37], predict the reactants needed to synthesize it. The reactants are: [Cl:1][C:2]1[CH:3]=[C:4]([CH:21]=[C:22]([Cl:24])[CH:23]=1)[CH2:5][N:6]1[CH:10]=[CH:9][N:8]=[C:7]1[CH2:11][NH:12][CH2:13][C:14]1[CH:19]=[CH:18][CH:17]=[C:16]([F:20])[CH:15]=1.[Li]CCCC.CCCCCC.[C:36]([O:40][C:41]([N:43]1[CH2:48][CH2:47][N:46]([CH2:49][CH2:50]Cl)[CH2:45][CH2:44]1)=[O:42])([CH3:39])([CH3:38])[CH3:37]. (4) Given the product [OH:4][CH2:5][C:6]1[CH2:15][S:14][C@@H:9]2[CH:10]([NH:13][C:32](=[O:33])[CH2:31][C:27]3[S:26][CH:30]=[CH:29][CH:28]=3)[C:11](=[O:12])[N:8]2[C:7]=1[C:16]([OH:18])=[O:17], predict the reactants needed to synthesize it. The reactants are: CC([O:4][CH2:5][C:6]1[CH2:15][S:14][C@@H:9]2[C@H:10]([NH2:13])[C:11](=[O:12])[N:8]2[C:7]=1[C:16]([OH:18])=[O:17])=O.[OH-].[Na+].C([O-])(O)=O.[Na+].[S:26]1[CH:30]=[CH:29][CH:28]=[C:27]1[CH2:31][C:32](Cl)=[O:33]. (5) Given the product [C:1]([O:5][C:6]([N:8]1[CH2:13][CH2:12][CH:11]([CH2:14][CH:15]=[O:16])[CH2:10][CH2:9]1)=[O:7])([CH3:4])([CH3:3])[CH3:2], predict the reactants needed to synthesize it. The reactants are: [C:1]([O:5][C:6]([N:8]1[CH2:13][CH2:12][CH:11]([CH2:14][CH2:15][OH:16])[CH2:10][CH2:9]1)=[O:7])([CH3:4])([CH3:3])[CH3:2].[Cr](Cl)([O-])(=O)=O.[NH+]1C=CC=CC=1.